This data is from CYP2C19 inhibition data for predicting drug metabolism from PubChem BioAssay. The task is: Regression/Classification. Given a drug SMILES string, predict its absorption, distribution, metabolism, or excretion properties. Task type varies by dataset: regression for continuous measurements (e.g., permeability, clearance, half-life) or binary classification for categorical outcomes (e.g., BBB penetration, CYP inhibition). Dataset: cyp2c19_veith. The molecule is Cc1ccc2c(c1)N(CCC(=O)NCc1cccnc1)C(=O)CO2. The result is 1 (inhibitor).